From a dataset of Catalyst prediction with 721,799 reactions and 888 catalyst types from USPTO. Predict which catalyst facilitates the given reaction. Reactant: [C:1]([O:5][C:6]([N:8]1[CH2:11][C:10]([C:13]2[CH:18]=[CH:17][C:16](Br)=[CH:15][CH:14]=2)([F:12])[CH2:9]1)=[O:7])([CH3:4])([CH3:3])[CH3:2].[Li]CCCC.CN([CH:28]=[O:29])C. Product: [C:1]([O:5][C:6]([N:8]1[CH2:11][C:10]([F:12])([C:13]2[CH:18]=[CH:17][C:16]([CH:28]=[O:29])=[CH:15][CH:14]=2)[CH2:9]1)=[O:7])([CH3:4])([CH3:3])[CH3:2]. The catalyst class is: 1.